From a dataset of Forward reaction prediction with 1.9M reactions from USPTO patents (1976-2016). Predict the product of the given reaction. (1) Given the reactants [N+]([O-])([O-])=O.[Ag+:5].[C:6](=[O:9])([O-:8])[O-:7].[Ca+2:10], predict the reaction product. The product is: [C:6](=[O:7])([O-:9])[O-:8].[Ag+2:5].[C:6](=[O:7])([O-:9])[O-:8].[Ca+2:10]. (2) Given the reactants Cl.[CH3:2][CH:3]1[CH2:8][NH:7][CH2:6][CH2:5][N:4]1[CH2:9][CH2:10][CH2:11][C:12]#[N:13].C1(P(C2C=CC=CC=2)C2C=CC3C(=CC=CC=3)C=2C2C3C(=CC=CC=3)C=CC=2P(C2C=CC=CC=2)C2C=CC=CC=2)C=CC=CC=1.CC([O-])(C)C.[Na+].Br[C:67]1[CH:72]=[CH:71][C:70]([F:73])=[CH:69][CH:68]=1, predict the reaction product. The product is: [F:73][C:70]1[CH:71]=[CH:72][C:67]([N:7]2[CH2:6][CH2:5][N:4]([CH2:9][CH2:10][CH2:11][C:12]#[N:13])[CH:3]([CH3:2])[CH2:8]2)=[CH:68][CH:69]=1. (3) Given the reactants [CH3:1][C:2]1[N:7]=[CH:6][N:5]=[C:4]([C:8]2[CH:9]=[C:10]3[C:14](=[CH:15][CH:16]=2)[C@H:13]([N:17]2[CH2:20][C:19]4([CH2:25][CH2:24][N:23](C(OC(C)(C)C)=O)[CH2:22][CH2:21]4)[CH2:18]2)[CH2:12][CH2:11]3)[CH:3]=1.[ClH:33], predict the reaction product. The product is: [ClH:33].[ClH:33].[CH3:1][C:2]1[N:7]=[CH:6][N:5]=[C:4]([C:8]2[CH:9]=[C:10]3[C:14](=[CH:15][CH:16]=2)[C@H:13]([N:17]2[CH2:20][C:19]4([CH2:25][CH2:24][NH:23][CH2:22][CH2:21]4)[CH2:18]2)[CH2:12][CH2:11]3)[CH:3]=1. (4) Given the reactants [Br:1][C:2]1[CH:7]=[C:6]([F:8])[CH:5]=[CH:4][C:3]=1[CH:9]1[C:14]([C:15]([O:17][CH3:18])=[O:16])=[C:13]([CH2:19]Br)[NH:12][C:11]([C:21]2[S:22][CH:23]=[CH:24][N:25]=2)=[N:10]1.Cl.[NH:27]1[CH2:32][CH2:31][O:30][CH:29]([C:33]([OH:35])=[O:34])[CH2:28]1, predict the reaction product. The product is: [Br:1][C:2]1[CH:7]=[C:6]([F:8])[CH:5]=[CH:4][C:3]=1[CH:9]1[N:10]=[C:11]([C:21]2[S:22][CH:23]=[CH:24][N:25]=2)[NH:12][C:13]([CH2:19][N:27]2[CH2:32][CH2:31][O:30][CH:29]([C:33]([OH:35])=[O:34])[CH2:28]2)=[C:14]1[C:15]([O:17][CH3:18])=[O:16]. (5) Given the reactants Cl[C:2]1[CH:7]=[C:6]([C:8]2[CH:13]=[CH:12][C:11]([F:14])=[CH:10][C:9]=2[O:15][CH3:16])[C:5]([F:17])=[CH:4][N:3]=1.[CH3:18][S:19][CH2:20][C:21]1[CH:26]=[CH:25][N:24]=[C:23]([NH2:27])[CH:22]=1.CC1(C)C2C=CC=C(P(C3C=CC=CC=3)C3C=CC=CC=3)C=2OC2C1=CC=CC=2P(C1C=CC=CC=1)C1C=CC=CC=1.C(=O)([O-])[O-].[Cs+].[Cs+], predict the reaction product. The product is: [F:17][C:5]1[C:6]([C:8]2[CH:13]=[CH:12][C:11]([F:14])=[CH:10][C:9]=2[O:15][CH3:16])=[CH:7][C:2]([NH:27][C:23]2[CH:22]=[C:21]([CH2:20][S:19][CH3:18])[CH:26]=[CH:25][N:24]=2)=[N:3][CH:4]=1. (6) Given the reactants S1C=CN=C1C1SC=CN=1.ClC1C=CC(OC)=C(NC2S[CH:21]=[C:22]([C:24]3[S:28][C:27]([NH:29]C(=O)C4C=CC=CC=4)=[N:26][C:25]=3[CH3:38])N=2)C=1.ClC(C(=O)C)C(=[O:45])C.NC(N)=S, predict the reaction product. The product is: [C:22]([C:24]1[S:28][C:27]([NH2:29])=[N:26][C:25]=1[CH3:38])(=[O:45])[CH3:21]. (7) Given the reactants [Si]([O:8][C@@H:9]1[CH2:13][C@@H:12]([NH:14][C:15]2[CH:20]=[C:19]([NH:21][C@H:22]3[C:30]4[C:25](=[CH:26][CH:27]=[CH:28][CH:29]=4)[CH2:24][C@H:23]3[O:31][CH3:32])[N:18]=[CH:17][N:16]=2)[CH2:11][C@@H:10]1[CH2:33][OH:34])(C(C)(C)C)(C)C.N1C=CC=CC=1.Cl[S:42]([NH2:45])(=[O:44])=[O:43], predict the reaction product. The product is: [S:42](=[O:44])(=[O:43])([O:34][CH2:33][C@H:10]1[CH2:11][C@H:12]([NH:14][C:15]2[CH:20]=[C:19]([NH:21][C@H:22]3[C:30]4[C:25](=[CH:26][CH:27]=[CH:28][CH:29]=4)[CH2:24][C@H:23]3[O:31][CH3:32])[N:18]=[CH:17][N:16]=2)[CH2:13][C@H:9]1[OH:8])[NH2:45].